Predict the product of the given reaction. From a dataset of Forward reaction prediction with 1.9M reactions from USPTO patents (1976-2016). (1) Given the reactants C(N(CC)CC)C.C(OP(C#N)(=O)OCC)C.[NH2:18][C:19]1[CH:46]=[CH:45][C:22]([CH2:23][N:24]2[C:33]3[C:28](=[C:29]([CH2:36][CH:37]4[S:41][C:40](=[O:42])[NH:39][C:38]4=[O:43])[CH:30]=[CH:31][C:32]=3[O:34][CH3:35])[CH2:27][CH2:26][C:25]2=[O:44])=[CH:21][CH:20]=1.[CH:47]1[C:56]2[C:51](=[CH:52][CH:53]=[CH:54][CH:55]=2)[CH:50]=[CH:49][C:48]=1[C:57](O)=[O:58], predict the reaction product. The product is: [CH3:35][O:34][C:32]1[CH:31]=[CH:30][C:29]([CH2:36][CH:37]2[S:41][C:40](=[O:42])[NH:39][C:38]2=[O:43])=[C:28]2[C:33]=1[N:24]([CH2:23][C:22]1[CH:21]=[CH:20][C:19]([NH:18][C:57]([C:48]3[CH:49]=[CH:50][C:51]4[C:56](=[CH:55][CH:54]=[CH:53][CH:52]=4)[CH:47]=3)=[O:58])=[CH:46][CH:45]=1)[C:25](=[O:44])[CH2:26][CH2:27]2. (2) Given the reactants F[C:2](OB([O-])[O-])=[C:3]([F:5])[F:4].[K+].[K+].Br[C:13]1[S:17][C:16]([C:18]2[CH:19]=[N:20][N:21]([CH3:27])[C:22]=2[C:23]([O:25][CH3:26])=[O:24])=[N:15][C:14]=1[CH:28](F)F.[B-](F)(F)(F)C=C.[K+], predict the reaction product. The product is: [F:4][CH:3]([F:5])[C:2]1[N:15]=[C:16]([C:18]2[CH:19]=[N:20][N:21]([CH3:27])[C:22]=2[C:23]([O:25][CH3:26])=[O:24])[S:17][C:13]=1[CH:14]=[CH2:28]. (3) Given the reactants [F:1][C:2]1[CH:7]=[CH:6][CH:5]=[C:4]([F:8])[C:3]=1[C:9]1[NH:10][C:11]2[C:17]([CH3:18])=[CH:16][C:15]([CH3:19])=[CH:14][C:12]=2[N:13]=1.[F:20][C:21]1[CH:26]=[CH:25][CH:24]=[C:23]([F:27])[C:22]=1[CH2:28]Br, predict the reaction product. The product is: [F:20][C:21]1[CH:26]=[CH:25][CH:24]=[C:23]([F:27])[C:22]=1[CH2:28][N:13]1[C:12]2[CH:14]=[C:15]([CH3:19])[CH:16]=[C:17]([CH3:18])[C:11]=2[N:10]=[C:9]1[C:3]1[C:4]([F:8])=[CH:5][CH:6]=[CH:7][C:2]=1[F:1]. (4) Given the reactants ClC1C=C(C=CC=1)C(OO)=O.[Cl:12][C:13]1[S:17][C:16]([C:18]2[N:19]=[C:20]([N:27]3[C:35]4[C:30](=[CH:31][CH:32]=[C:33]([O:36][CH2:37][C:38]([OH:40])=[O:39])[CH:34]=4)[CH2:29][CH2:28]3)[C:21]3[CH2:26]S[CH2:24][C:22]=3[N:23]=2)=[CH:15][CH:14]=1.[S:41]([O-:44])([O-])=[O:42].[Na+].[Na+], predict the reaction product. The product is: [Cl:12][C:13]1[S:17][C:16]([C:18]2[N:19]=[C:20]([N:27]3[C:35]4[C:30](=[CH:31][CH:32]=[C:33]([O:36][CH2:37][C:38]([OH:40])=[O:39])[CH:34]=4)[CH2:29][CH2:28]3)[C:21]3[CH2:26][S:41](=[O:44])(=[O:42])[CH2:24][C:22]=3[N:23]=2)=[CH:15][CH:14]=1. (5) Given the reactants Br[C:2]1[C:7]2[S:8][C:9]([C:11]3[C:18]([Cl:19])=[CH:17][C:16]([F:20])=[CH:15][C:12]=3[C:13]#[N:14])=[N:10][C:6]=2[CH:5]=[CH:4][N:3]=1.[NH2:21][C:22]1[N:27]=[CH:26][N:25]=[C:24]([CH2:28][OH:29])[CH:23]=1.CC1(C)C2C(=C(P(C3C=CC=CC=3)C3C=CC=CC=3)C=CC=2)OC2C(P(C3C=CC=CC=3)C3C=CC=CC=3)=CC=CC1=2.C(=O)([O-])[O-].[Cs+].[Cs+], predict the reaction product. The product is: [ClH:19].[Cl:19][C:18]1[C:11]([C:9]2[S:8][C:7]3[C:2]([NH:21][C:22]4[CH:23]=[C:24]([CH2:28][OH:29])[N:25]=[CH:26][N:27]=4)=[N:3][CH:4]=[CH:5][C:6]=3[N:10]=2)=[C:12]([CH:15]=[C:16]([F:20])[CH:17]=1)[C:13]#[N:14]. (6) The product is: [N:3]12[CH2:10][CH2:9][CH:6]([CH2:7][CH2:8]1)[C@@H:5]([NH:11][C:16](=[O:17])[C:15]1[CH:19]=[CH:20][CH:21]=[C:13]([I:12])[CH:14]=1)[CH2:4]2. Given the reactants Cl.Cl.[N:3]12[CH2:10][CH2:9][CH:6]([CH2:7][CH2:8]1)[C@@H:5]([NH2:11])[CH2:4]2.[I:12][C:13]1[CH:14]=[C:15]([CH:19]=[CH:20][CH:21]=1)[C:16](O)=[O:17], predict the reaction product. (7) The product is: [Si:1]([O:18][CH2:19][C@@H:20]1[CH2:24][CH:23]=[CH:22][N:21]1[C:26]([O:28][C:29]([CH3:32])([CH3:31])[CH3:30])=[O:27])([C:14]([CH3:16])([CH3:17])[CH3:15])([C:8]1[CH:13]=[CH:12][CH:11]=[CH:10][CH:9]=1)[C:2]1[CH:7]=[CH:6][CH:5]=[CH:4][CH:3]=1. Given the reactants [Si:1]([O:18][CH2:19][C@@H:20]1[CH2:24][CH2:23][C:22](=O)[N:21]1[C:26]([O:28][C:29]([CH3:32])([CH3:31])[CH3:30])=[O:27])([C:14]([CH3:17])([CH3:16])[CH3:15])([C:8]1[CH:13]=[CH:12][CH:11]=[CH:10][CH:9]=1)[C:2]1[CH:7]=[CH:6][CH:5]=[CH:4][CH:3]=1.C([BH-](CC)CC)C.[Li+].CCN(C(C)C)C(C)C.FC(F)(F)C(OC(=O)C(F)(F)F)=O, predict the reaction product. (8) Given the reactants [F:1][C:2]1[CH:10]=[C:9]2[C:5]([C:6]([CH:11]=O)=[CH:7][NH:8]2)=[CH:4][CH:3]=1.[CH:13]([NH2:15])=O.[BH4-].[Na+].[C-]#N.[K+], predict the reaction product. The product is: [F:1][C:2]1[CH:10]=[C:9]2[C:5]([C:6]([CH2:11][C:13]#[N:15])=[CH:7][NH:8]2)=[CH:4][CH:3]=1. (9) Given the reactants [CH3:1][O:2][C:3](=[O:37])[C:4]([NH:35][NH2:36])([CH3:34])[CH2:5][C:6]1[CH:11]=[CH:10][C:9]([O:12][CH:13]2C3C(=CC=CC=3)C(=O)O2)=[C:8]([O:23][CH:24]2C3C(=CC=CC=3)C(=O)O2)[CH:7]=1.IC, predict the reaction product. The product is: [CH3:1][O:2][C:3](=[O:37])[C:4]([NH:35][NH2:36])([CH3:34])[CH2:5][C:6]1[CH:11]=[CH:10][C:9]([O:12][CH3:13])=[C:8]([O:23][CH3:24])[CH:7]=1.